From a dataset of Reaction yield outcomes from USPTO patents with 853,638 reactions. Predict the reaction yield, written as a fraction of the theoretical maximum amount of product (1.0 means a 100% yield; for example, 0.34 means a 34% yield). (1) The reactants are C[O:2][C:3]1[C:12]2[CH2:11][CH2:10][CH2:9][CH2:8][C:7]=2[C:6]([C:13]2[CH:14]=[C:15]([CH:18]=[CH:19][CH:20]=2)[C:16]#[N:17])=[C:5]([CH3:21])[N:4]=1.[I-].[Na+].Cl[Si](C)(C)C.C(#N)C. The catalyst is O. The product is [CH3:21][C:5]1[NH:4][C:3](=[O:2])[C:12]2[CH2:11][CH2:10][CH2:9][CH2:8][C:7]=2[C:6]=1[C:13]1[CH:14]=[C:15]([CH:18]=[CH:19][CH:20]=1)[C:16]#[N:17]. The yield is 0.870. (2) The reactants are C(OC([NH:8][CH:9]1[C:18]2[C:13](=[CH:14][CH:15]=[C:16]([NH:19][C:20]([C:22]3[C:31](=[O:32])[C:30]4[C:25](=[CH:26][CH:27]=[CH:28][CH:29]=4)[NH:24][CH:23]=3)=[O:21])[CH:17]=2)[CH2:12][CH2:11][CH2:10]1)=O)(C)(C)C.C(O)(C(F)(F)F)=O. The catalyst is ClCCl. The product is [NH2:8][CH:9]1[C:18]2[C:13](=[CH:14][CH:15]=[C:16]([NH:19][C:20]([C:22]3[C:31](=[O:32])[C:30]4[C:25](=[CH:26][CH:27]=[CH:28][CH:29]=4)[NH:24][CH:23]=3)=[O:21])[CH:17]=2)[CH2:12][CH2:11][CH2:10]1. The yield is 0.930. (3) The reactants are C[O:2][C:3]([C@@H:5]1[CH2:13][C@H:12]2[C@H:7]([CH2:8][CH2:9][CH2:10][CH2:11]2)[N:6]1[CH3:14])=[O:4].[ClH:15].C1(C)C=CC=CC=1. The catalyst is C(OCC)C. The product is [ClH:15].[CH3:14][N:6]1[C@@H:7]2[C@@H:12]([CH2:11][CH2:10][CH2:9][CH2:8]2)[CH2:13][C@H:5]1[C:3]([OH:4])=[O:2]. The yield is 0.560. (4) The reactants are [OH:1][C:2]1[C:7]([C:8]([O:10][CH3:11])=[O:9])=[CH:6][CH:5]=[CH:4][C:3]=1[NH:12][C:13]([C:15]1([CH3:30])[CH2:19][CH2:18][CH2:17][N:16]1[C:20]([O:22][CH2:23][C:24]1[CH:29]=[CH:28][CH:27]=[CH:26][CH:25]=1)=[O:21])=O.N1C=CC=CC=1.S(Cl)(Cl)=O. The catalyst is C1(C)C=CC=CC=1. The product is [CH2:23]([O:22][C:20]([N:16]1[CH2:17][CH2:18][CH2:19][C:15]1([C:13]1[O:1][C:2]2[C:7]([C:8]([O:10][CH3:11])=[O:9])=[CH:6][CH:5]=[CH:4][C:3]=2[N:12]=1)[CH3:30])=[O:21])[C:24]1[CH:25]=[CH:26][CH:27]=[CH:28][CH:29]=1. The yield is 0.320. (5) The reactants are [CH2:1]([O:8][C:9]1[C:17]([O:18][CH2:19][C:20]2[CH:25]=[CH:24][CH:23]=[CH:22][CH:21]=2)=[CH:16][CH:15]=[CH:14][C:10]=1[C:11]([NH2:13])=O)[C:2]1[CH:7]=[CH:6][CH:5]=[CH:4][CH:3]=1.CCCCCC. The catalyst is O.C(#N)C.C(OCC)(=O)C.[Pd](Cl)Cl. The product is [CH2:1]([O:8][C:9]1[C:17]([O:18][CH2:19][C:20]2[CH:25]=[CH:24][CH:23]=[CH:22][CH:21]=2)=[CH:16][CH:15]=[CH:14][C:10]=1[C:11]#[N:13])[C:2]1[CH:3]=[CH:4][CH:5]=[CH:6][CH:7]=1. The yield is 0.910. (6) The reactants are [F:1][C:2]1[CH:28]=[CH:27][C:26]([F:29])=[CH:25][C:3]=1[CH2:4][N:5]1[C:10](=[O:11])[CH2:9][NH:8][C:7]2[N:12]=[CH:13][C:14]([C:16]3[CH:24]=[CH:23][C:19]([C:20]([OH:22])=O)=[CH:18][CH:17]=3)=[CH:15][C:6]1=2.[CH3:30][N:31]1[CH2:36][CH2:35][NH:34][CH2:33][CH2:32]1. No catalyst specified. The product is [F:1][C:2]1[CH:28]=[CH:27][C:26]([F:29])=[CH:25][C:3]=1[CH2:4][N:5]1[C:10](=[O:11])[CH2:9][NH:8][C:7]2[N:12]=[CH:13][C:14]([C:16]3[CH:24]=[CH:23][C:19]([C:20]([N:34]4[CH2:35][CH2:36][N:31]([CH3:30])[CH2:32][CH2:33]4)=[O:22])=[CH:18][CH:17]=3)=[CH:15][C:6]1=2. The yield is 0.380. (7) The reactants are C(OC(=O)[NH:10][C:11]1[C:12](=[O:25])[N:13]([CH2:21][CH2:22][CH2:23][CH3:24])[C:14]2[CH2:15][CH2:16][CH2:17][CH2:18][C:19]=2[CH:20]=1)C1C=CC=CC=1.[C:27]([OH:30])(=[O:29])[CH3:28]. The catalyst is CO.[Pd]. The product is [C:27]([OH:30])(=[O:29])[CH3:28].[NH2:10][C:11]1[C:12](=[O:25])[N:13]([CH2:21][CH2:22][CH2:23][CH3:24])[C:14]2[CH2:15][CH2:16][CH2:17][CH2:18][C:19]=2[CH:20]=1. The yield is 0.760. (8) The reactants are C([Li])CCC.Br[C:7]1[CH:12]=[C:11]([CH3:13])[N:10]=[C:9]([CH:14]([F:16])[F:15])[CH:8]=1.[Br:17][C:18]1[CH:19]=[C:20]([C:24]([C:32]2[C:33]([C:38]#[N:39])=[N:34][CH:35]=[CH:36][CH:37]=2)=[N:25]S(C(C)(C)C)=O)[CH:21]=[CH:22][CH:23]=1.Cl.C(OCC)C. The catalyst is C1COCC1.CO. The product is [Br:17][C:18]1[CH:19]=[C:20]([C:24]2([C:7]3[CH:12]=[C:11]([CH3:13])[N:10]=[C:9]([CH:14]([F:16])[F:15])[CH:8]=3)[C:32]3[C:33](=[N:34][CH:35]=[CH:36][CH:37]=3)[C:38]([NH2:39])=[N:25]2)[CH:21]=[CH:22][CH:23]=1. The yield is 0.110. (9) The reactants are [Cl:1][C:2]1[CH:10]=[CH:9][C:5]([C:6]([NH2:8])=O)=[C:4](OCC(C)C)[N:3]=1.[N:16]1[CH:21]=[CH:20][CH:19]=CC=1.O=P(Cl)(Cl)Cl.[OH-].[Na+].[C:29](#N)C. The catalyst is CCOC(C)=O. The product is [Cl:1][C:2]1[CH:10]=[CH:9][C:5]([C:6]#[N:8])=[C:4]([NH:16][CH2:21][CH:20]([CH3:29])[CH3:19])[N:3]=1. The yield is 0.910. (10) The reactants are [CH2:1]([C:3]1([C:35]([O:37]CC)=[O:36])[CH2:8][CH2:7][N:6]([C:9]2[S:13][N:12]=[C:11]([C:14]3[CH:15]=[C:16]([C:29]4[CH:34]=[CH:33][CH:32]=[CH:31][N:30]=4)[C:17]4[S:21][C:20]([NH:22][C:23](=[O:27])[NH:24][CH2:25][CH3:26])=[N:19][C:18]=4[CH:28]=3)[N:10]=2)[CH2:5][CH2:4]1)[CH3:2].[OH-].[Na+]. The catalyst is CCO. The product is [CH2:1]([C:3]1([C:35]([OH:37])=[O:36])[CH2:8][CH2:7][N:6]([C:9]2[S:13][N:12]=[C:11]([C:14]3[CH:15]=[C:16]([C:29]4[CH:34]=[CH:33][CH:32]=[CH:31][N:30]=4)[C:17]4[S:21][C:20]([NH:22][C:23](=[O:27])[NH:24][CH2:25][CH3:26])=[N:19][C:18]=4[CH:28]=3)[N:10]=2)[CH2:5][CH2:4]1)[CH3:2]. The yield is 0.380.